From a dataset of Reaction yield outcomes from USPTO patents with 853,638 reactions. Predict the reaction yield, written as a fraction of the theoretical maximum amount of product (1.0 means a 100% yield; for example, 0.34 means a 34% yield). (1) The reactants are Br[CH2:2][C:3]1[C:8]([F:9])=[C:7]([F:10])[C:6]([C:11]2[C:16]([F:17])=[C:15]([F:18])[C:14]([F:19])=[C:13]([F:20])[C:12]=2[F:21])=[C:5]([F:22])[C:4]=1[F:23].[F:24][C:25]([F:30])([F:29])[S:26]([O-:28])=[O:27].[Na+].O.C(OCC)(=O)C. The catalyst is C(#N)CC. The product is [F:17][C:16]1[C:11]([C:6]2[C:7]([F:10])=[C:8]([F:9])[C:3]([CH2:2][S:26]([C:25]([F:30])([F:29])[F:24])(=[O:28])=[O:27])=[C:4]([F:23])[C:5]=2[F:22])=[C:12]([F:21])[C:13]([F:20])=[C:14]([F:19])[C:15]=1[F:18]. The yield is 0.940. (2) The reactants are [NH:1]1[C:9]2[C:4](=[CH:5][C:6]([O:10][C:11]3[C:20]4[C:15](=[CH:16][C:17]([O:23][CH3:24])=[C:18]([O:21][CH3:22])[CH:19]=4)[N:14]=[CH:13][CH:12]=3)=[CH:7][CH:8]=2)[CH:3]=[CH:2]1.[C:25]1([N:31]=[C:32]=[O:33])[CH:30]=[CH:29][CH:28]=[CH:27][CH:26]=1. The catalyst is C(OCC)C. The product is [C:25]1([NH:31][C:32]([N:1]2[C:9]3[C:4](=[CH:5][C:6]([O:10][C:11]4[C:20]5[C:15](=[CH:16][C:17]([O:23][CH3:24])=[C:18]([O:21][CH3:22])[CH:19]=5)[N:14]=[CH:13][CH:12]=4)=[CH:7][CH:8]=3)[CH:3]=[CH:2]2)=[O:33])[CH:30]=[CH:29][CH:28]=[CH:27][CH:26]=1. The yield is 0.321. (3) The reactants are [N:1]1([C:7]([O:9][CH2:10]Cl)=[O:8])[CH2:6][CH2:5][O:4][CH2:3][CH2:2]1.[Br-:12].[Li+]. The catalyst is C(#N)C. The product is [N:1]1([C:7]([O:9][CH2:10][Br:12])=[O:8])[CH2:6][CH2:5][O:4][CH2:3][CH2:2]1. The yield is 0.800. (4) The reactants are [CH3:1][O:2][C:3](=[O:22])[CH:4]([C:11]1[CH:16]=[CH:15][C:14]([S:17]([CH3:20])(=[O:19])=[O:18])=[C:13](Br)[CH:12]=1)[CH2:5][CH:6]1[CH2:10][CH2:9][CH2:8][CH2:7]1.[Cu][C:24]#[N:25]. The catalyst is CN(C)C=O. The product is [CH3:1][O:2][C:3](=[O:22])[CH:4]([C:11]1[CH:16]=[CH:15][C:14]([S:17]([CH3:20])(=[O:19])=[O:18])=[C:13]([C:24]#[N:25])[CH:12]=1)[CH2:5][CH:6]1[CH2:10][CH2:9][CH2:8][CH2:7]1. The yield is 0.760. (5) The reactants are [CH3:1][NH2:2].C([O-])([O-])=O.[K+].[K+].Br[CH2:10][C:11]1[N:15]([CH3:16])[N:14]=[C:13]([N+:17]([O-:19])=[O:18])[CH:12]=1. The catalyst is CC(C)=O. The product is [CH3:1][NH:2][CH2:10][C:11]1[N:15]([CH3:16])[N:14]=[C:13]([N+:17]([O-:19])=[O:18])[CH:12]=1. The yield is 0.990. (6) The reactants are CO[C:3]([C:5]1[C:10]([OH:11])=[C:9]([OH:12])[N:8]=[C:7]([CH3:13])[N:6]=1)=[O:4].[F:14][C:15]1[CH:20]=[CH:19][C:18]([CH2:21][NH2:22])=[CH:17][CH:16]=1.Cl. The catalyst is CN(C=O)C. The product is [F:14][C:15]1[CH:20]=[CH:19][C:18]([CH2:21][NH:22][C:3]([C:5]2[N:6]=[C:7]([CH3:13])[NH:8][C:9](=[O:12])[C:10]=2[OH:11])=[O:4])=[CH:17][CH:16]=1. The yield is 0.380.